From a dataset of M1 muscarinic receptor antagonist screen with 61,756 compounds. Binary Classification. Given a drug SMILES string, predict its activity (active/inactive) in a high-throughput screening assay against a specified biological target. The compound is S(=O)(=O)(N1CCC(CC1)C(=O)Nc1cc(ccc1)C(F)(F)F)c1[nH]cnc1. The result is 0 (inactive).